The task is: Predict which catalyst facilitates the given reaction.. This data is from Catalyst prediction with 721,799 reactions and 888 catalyst types from USPTO. (1) Reactant: C[O:2][C:3](=[O:46])[CH2:4][C:5]([CH3:45])([CH3:44])[CH2:6][CH2:7][N:8]1[C:21]2[C:13](=[CH:14][C:15]3[CH2:16][O:17][CH2:18][C:19]=3[CH:20]=2)[C@@H:12]([N:22]([CH2:29][C:30]2[CH:35]=[C:34]([C:36]([F:39])([F:38])[F:37])[CH:33]=[C:32]([C:40]([F:43])([F:42])[F:41])[CH:31]=2)[C:23]2[N:24]=[N:25][N:26]([CH3:28])[N:27]=2)[CH2:11][CH2:10][CH2:9]1.[OH-].[Na+].Cl. Product: [F:39][C:36]([F:37])([F:38])[C:34]1[CH:35]=[C:30]([CH:31]=[C:32]([C:40]([F:41])([F:42])[F:43])[CH:33]=1)[CH2:29][N:22]([C:23]1[N:24]=[N:25][N:26]([CH3:28])[N:27]=1)[C@@H:12]1[C:13]2=[CH:14][C:15]3[CH2:16][O:17][CH2:18][C:19]=3[CH:20]=[C:21]2[N:8]([CH2:7][CH2:6][C:5]([CH3:45])([CH3:44])[CH2:4][C:3]([OH:46])=[O:2])[CH2:9][CH2:10][CH2:11]1. The catalyst class is: 24. (2) Reactant: [CH3:1][N:2]1[CH:10]=[C:9]2[C:4]([CH:5]=[CH:6][CH:7]=[C:8]2[C@@H:11]2[CH2:13][C@H:12]2[CH2:14][NH:15][C:16](=[O:18])[CH3:17])=[N:3]1.[Xe](F)[F:20]. Product: [F:20][C:10]1[N:2]([CH3:1])[N:3]=[C:4]2[C:9]=1[C:8]([C@@H:11]1[CH2:13][C@H:12]1[CH2:14][NH:15][C:16](=[O:18])[CH3:17])=[CH:7][CH:6]=[CH:5]2. The catalyst class is: 115.